From a dataset of Full USPTO retrosynthesis dataset with 1.9M reactions from patents (1976-2016). Predict the reactants needed to synthesize the given product. (1) Given the product [Cl:1][C:2]1[N:7]=[C:6]([C:8]2[S:12][C:11]([CH:13]([CH3:15])[CH3:14])=[N:10][C:9]=2[C:16]2[CH:17]=[CH:18][C:19]([F:23])=[C:20]([NH:21][S:38]([C:32]3[CH:33]=[CH:34][C:35]([F:37])=[CH:36][C:31]=3[F:30])(=[O:40])=[O:39])[CH:22]=2)[CH:5]=[CH:4][N:3]=1, predict the reactants needed to synthesize it. The reactants are: [Cl:1][C:2]1[N:7]=[C:6]([C:8]2[S:12][C:11]([CH:13]([CH3:15])[CH3:14])=[N:10][C:9]=2[C:16]2[CH:17]=[CH:18][C:19]([F:23])=[C:20]([CH:22]=2)[NH2:21])[CH:5]=[CH:4][N:3]=1.N1C=CC=CC=1.[F:30][C:31]1[CH:36]=[C:35]([F:37])[CH:34]=[CH:33][C:32]=1[S:38](Cl)(=[O:40])=[O:39]. (2) Given the product [Br:1][C:2]1[CH:3]=[C:4]([C:9]2([C:16]3[CH:21]=[CH:20][C:19]([O:22][CH3:23])=[C:18]([CH3:24])[CH:17]=3)[C:13]3=[N:30][CH2:29][C:28]([F:33])([F:27])[CH2:31][N:32]3[C:11](=[S:12])[NH:10]2)[CH:5]=[CH:6][C:7]=1[F:8], predict the reactants needed to synthesize it. The reactants are: [Br:1][C:2]1[CH:3]=[C:4]([C:9]2([C:16]3[CH:21]=[CH:20][C:19]([O:22][CH3:23])=[C:18]([CH3:24])[CH:17]=3)[C:13](=S)[S:12][C:11](=S)[NH:10]2)[CH:5]=[CH:6][C:7]=1[F:8].Cl.Cl.[F:27][C:28]([F:33])([CH2:31][NH2:32])[CH2:29][NH2:30].C(N(C(C)C)C(C)C)C. (3) Given the product [ClH:19].[NH2:20][C:4]([CH:1]1[CH2:3][CH2:2]1)([C:6]1[CH:11]=[CH:10][CH:9]=[C:8]([C:12]([F:15])([F:14])[F:13])[CH:7]=1)[C:16]([NH2:17])=[O:22], predict the reactants needed to synthesize it. The reactants are: [CH:1]1([C:4]([C:6]2[CH:11]=[CH:10][CH:9]=[C:8]([C:12]([F:15])([F:14])[F:13])[CH:7]=2)=O)[CH2:3][CH2:2]1.[C-:16]#[N:17].[Na+].[Cl-:19].[NH4+:20].N.[OH2:22]. (4) Given the product [CH2:34]([N:19]([CH2:17][CH3:18])[CH2:20][CH2:21][NH:22][C:23]([C:25]1[C:29]([CH3:30])=[C:28]([CH:31]=[C:9]2[C:8]3[C:12](=[CH:13][CH:14]=[C:6]([S:3](=[O:5])(=[O:4])[N:2]([CH3:16])[CH3:1])[CH:7]=3)[NH:11][C:10]2=[O:15])[NH:27][C:26]=1[CH3:33])=[O:24])[CH3:35], predict the reactants needed to synthesize it. The reactants are: [CH3:1][N:2]([CH3:16])[S:3]([C:6]1[CH:7]=[C:8]2[C:12](=[CH:13][CH:14]=1)[NH:11][C:10](=[O:15])[CH2:9]2)(=[O:5])=[O:4].[CH2:17]([N:19]([CH2:34][CH3:35])[CH2:20][CH2:21][NH:22][C:23]([C:25]1[C:29]([CH3:30])=[C:28]([CH:31]=O)[NH:27][C:26]=1[CH3:33])=[O:24])[CH3:18]. (5) Given the product [NH2:11][C:12]1[CH:16]=[CH:15][S:14][C:13]=1[C:17]([CH2:19][CH:20]([CH3:22])[CH3:21])=[CH2:18], predict the reactants needed to synthesize it. The reactants are: C1(S(O)(=O)=O)C=CC=CC=1.[NH2:11][C:12]1[CH:16]=[CH:15][S:14][C:13]=1/[C:17](=[CH:19]/[CH:20]([CH3:22])[CH3:21])/[CH3:18].NC1C=CSC=1/C(=C\C(C)C)/C. (6) The reactants are: [C:1](O)(=[O:8])[C:2]1C=CC=C[CH:3]=1.[Cl:10][C:11]1[CH:12]=[C:13]([OH:18])[C:14](=[CH:16][CH:17]=1)[OH:15].C(OS(C1C=CC=C([N+]([O-])=O)C=1)(=O)=O)[C@@H]1OC1.[O-]P([O-])([O-])=O.[K+].[K+].[K+].C(O)(=O)C.[Cl-].[Na+].[OH-].[Na+]. Given the product [Cl:10][C:11]1[CH:17]=[CH:16][C:14]2[O:15][C@@H:2]([CH2:1][OH:8])[CH2:3][O:18][C:13]=2[CH:12]=1, predict the reactants needed to synthesize it. (7) Given the product [Si:1]([O:8][CH2:9][C@@H:10]([NH2:13])[CH:11]=[CH2:12])([C:4]([CH3:7])([CH3:6])[CH3:5])([CH3:3])[CH3:2], predict the reactants needed to synthesize it. The reactants are: [Si:1]([O:8][CH2:9][C@@H:10]([N:13]1C(=O)C2C(=CC=CC=2)C1=O)[CH:11]=[CH2:12])([C:4]([CH3:7])([CH3:6])[CH3:5])([CH3:3])[CH3:2].NN.O. (8) Given the product [CH2:1]([NH:8][C:9]1[CH:14]=[C:13]([C:28]2[C:29]([S:34]([NH2:37])(=[O:36])=[O:35])=[CH:30][CH:31]=[CH:32][CH:33]=2)[CH:12]=[CH:11][C:10]=1[N+:24]([O-:26])=[O:25])[C:2]1[CH:3]=[CH:4][CH:5]=[CH:6][CH:7]=1, predict the reactants needed to synthesize it. The reactants are: [CH2:1]([NH:8][C:9]1[CH:14]=[C:13](B2OC(C)(C)C(C)(C)O2)[CH:12]=[CH:11][C:10]=1[N+:24]([O-:26])=[O:25])[C:2]1[CH:7]=[CH:6][CH:5]=[CH:4][CH:3]=1.Br[C:28]1[CH:33]=[CH:32][CH:31]=[CH:30][C:29]=1[S:34]([NH2:37])(=[O:36])=[O:35].C(=O)([O-])[O-].[Na+].[Na+].